From a dataset of Reaction yield outcomes from USPTO patents with 853,638 reactions. Predict the reaction yield, written as a fraction of the theoretical maximum amount of product (1.0 means a 100% yield; for example, 0.34 means a 34% yield). (1) The reactants are Cl[CH2:2][C:3]([O:5][CH3:6])=[O:4].[NH2:7][C:8]1[N:9]([C:14]2[C:23]3[C:18](=[CH:19][CH:20]=[CH:21][CH:22]=3)[C:17]([CH:24]3[CH2:26][CH2:25]3)=[CH:16][CH:15]=2)[C:10]([SH:13])=[N:11][N:12]=1.C(=O)([O-])[O-].[K+].[K+]. The catalyst is CN(C=O)C. The product is [NH2:7][C:8]1[N:9]([C:14]2[C:23]3[C:18](=[CH:19][CH:20]=[CH:21][CH:22]=3)[C:17]([CH:24]3[CH2:26][CH2:25]3)=[CH:16][CH:15]=2)[C:10]([S:13][CH2:2][C:3]([O:5][CH3:6])=[O:4])=[N:11][N:12]=1. The yield is 0.800. (2) The reactants are [C:1]([NH:9][C:10]1[C:30]([C:31]#[C:32][CH2:33][NH:34][C:35](=[O:40])[C:36]([F:39])([F:38])[F:37])=[CH:29][N:13]([C@@H:14]2[O:28][C@H:18]([CH2:19][O:20][Si:21]([C:24]([CH3:27])([CH3:26])[CH3:25])([CH3:23])[CH3:22])[C@@H:16]([OH:17])[CH2:15]2)[C:12](=[O:41])[N:11]=1)(=[O:8])[C:2]1[CH:7]=[CH:6][CH:5]=[CH:4][CH:3]=1.C(O)(=O)C.C(OC(=O)C)(=O)C.C([O-])(O)=O.[Na+].[CH3:58][S:59]([CH3:61])=O. No catalyst specified. The product is [C:1]([NH:9][C:10]1[C:30]([C:31]#[C:32][CH2:33][NH:34][C:35](=[O:40])[C:36]([F:37])([F:38])[F:39])=[CH:29][N:13]([C@@H:14]2[O:28][C@H:18]([CH2:19][O:20][Si:21]([C:24]([CH3:27])([CH3:26])[CH3:25])([CH3:22])[CH3:23])[C@@H:16]([O:17][CH2:58][S:59][CH3:61])[CH2:15]2)[C:12](=[O:41])[N:11]=1)(=[O:8])[C:2]1[CH:3]=[CH:4][CH:5]=[CH:6][CH:7]=1. The yield is 0.500. (3) The reactants are Cl[CH2:2][C:3]1[N:12]([C:13]2[CH:18]=[CH:17][CH:16]=[CH:15][C:14]=2[Cl:19])[C:11](=[O:20])[C:10]2[C:5](=[CH:6][C:7]([O:23][CH3:24])=[C:8]([O:21][CH3:22])[CH:9]=2)[N:4]=1.[N:25]1[C:33]([NH2:34])=[C:32]2[C:28]([N:29]=[CH:30][NH:31]2)=[N:27][CH:26]=1.C([O-])([O-])=O.[K+].[K+]. The catalyst is CN(C=O)C. The product is [NH2:34][C:33]1[N:25]=[CH:26][N:27]=[C:28]2[C:32]=1[N:31]=[CH:30][N:29]2[CH2:2][C:3]1[N:12]([C:13]2[CH:18]=[CH:17][CH:16]=[CH:15][C:14]=2[Cl:19])[C:11](=[O:20])[C:10]2[C:5](=[CH:6][C:7]([O:23][CH3:24])=[C:8]([O:21][CH3:22])[CH:9]=2)[N:4]=1. The yield is 0.650. (4) The reactants are [CH3:1][O:2][C:3]1[C:4](=[O:19])[C:5]([C:15]([O:17]C)=[O:16])=[N:6][N:7]([C:9]2[CH:14]=[CH:13][N:12]=[CH:11][CH:10]=2)[CH:8]=1.[OH-].[Na+]. The catalyst is CO.C1COCC1. The product is [CH3:1][O:2][C:3]1[C:4](=[O:19])[C:5]([C:15]([OH:17])=[O:16])=[N:6][N:7]([C:9]2[CH:14]=[CH:13][N:12]=[CH:11][CH:10]=2)[CH:8]=1. The yield is 0.990. (5) The reactants are [N:1]1([C:7]([O:9][C:10]([CH3:13])([CH3:12])[CH3:11])=[O:8])[CH2:6][CH2:5][NH:4][CH2:3][CH2:2]1.Br[C:15]1[CH:20]=[CH:19][C:18]([F:21])=[CH:17][C:16]=1[C:22]([F:25])([F:24])[F:23].C1(P(C2C=CC=CC=2)C2C=CC3C(=CC=CC=3)C=2C2C3C(=CC=CC=3)C=CC=2P(C2C=CC=CC=2)C2C=CC=CC=2)C=CC=CC=1.CC(C)([O-])C.[Na+]. The catalyst is C(OC(=O)C)C.C1(C)C=CC=CC=1. The product is [C:10]([O:9][C:7]([N:1]1[CH2:6][CH2:5][N:4]([C:15]2[CH:20]=[CH:19][C:18]([F:21])=[CH:17][C:16]=2[C:22]([F:23])([F:25])[F:24])[CH2:3][CH2:2]1)=[O:8])([CH3:13])([CH3:12])[CH3:11]. The yield is 1.00. (6) The reactants are [F:1][C:2]([F:7])([F:6])[C:3]([OH:5])=[O:4].[F:8][C:9]([F:14])([F:13])[C:10]([OH:12])=[O:11].FC(F)(F)C(O)=O.[Cl:22][C:23]1[CH:24]=[N:25][C:26]2[NH:27][C:28]3[CH:29]=[N:30][CH:31]=[C:32]([CH:54]=3)[CH2:33][CH2:34][C:35]3[CH:43]=[C:39]([NH:40][C:41]=1[N:42]=2)[CH:38]=[CH:37][C:36]=3[NH:44][C:45](=[O:53])[CH2:46][CH:47]1[CH2:52][CH2:51][NH:50][CH2:49][CH2:48]1.[CH3:55][C:56]1[N:57]=[CH:58][S:59][C:60]=1[C:61](O)=[O:62]. No catalyst specified. The product is [F:1][C:2]([F:7])([F:6])[C:3]([OH:5])=[O:4].[F:8][C:9]([F:14])([F:13])[C:10]([OH:12])=[O:11].[Cl:22][C:23]1[CH:24]=[N:25][C:26]2[NH:27][C:28]3[CH:29]=[N:30][CH:31]=[C:32]([CH:54]=3)[CH2:33][CH2:34][C:35]3[CH:43]=[C:39]([NH:40][C:41]=1[N:42]=2)[CH:38]=[CH:37][C:36]=3[NH:44][C:45](=[O:53])[CH2:46][CH:47]1[CH2:52][CH2:51][N:50]([C:61]([C:60]2[S:59][CH:58]=[N:57][C:56]=2[CH3:55])=[O:62])[CH2:49][CH2:48]1. The yield is 0.620. (7) The reactants are [CH2:1]([C:5]1[C:6](Cl)=[N:7][C:8]([NH2:12])=[N:9][C:10]=1[CH3:11])[CH2:2][CH2:3][CH3:4].[CH2:14]([NH2:19])[CH2:15][CH2:16][CH2:17][CH3:18]. No catalyst specified. The product is [NH2:12][C:8]1[N:7]=[C:6]([NH:19][CH2:14][CH2:15][CH2:16][CH2:17][CH3:18])[C:5]([CH2:1][CH2:2][CH2:3][CH3:4])=[C:10]([CH3:11])[N:9]=1. The yield is 0.780.